Dataset: Forward reaction prediction with 1.9M reactions from USPTO patents (1976-2016). Task: Predict the product of the given reaction. (1) The product is: [Cl:17][C:18]1[C:19]([CH3:32])=[CH:20][C:21]2[C:22]3[CH2:30][N:29]([CH3:31])[CH2:28][CH2:27][C:23]=3[N:24]([CH2:35][C:36]([C:39]3[CH:40]=[N:41][CH:42]=[CH:43][CH:44]=3)([OH:37])[CH3:38])[C:25]=2[CH:26]=1. Given the reactants ClC1C2C3CN(C)CCC=3NC=2C=CC=1C.[Cl:17][C:18]1[C:19]([CH3:32])=[CH:20][C:21]2[C:22]3[CH2:30][N:29]([CH3:31])[CH2:28][CH2:27][C:23]=3[NH:24][C:25]=2[CH:26]=1.[H-].[Na+].[CH3:35][C:36]1([C:39]2[CH:40]=[N:41][CH:42]=[CH:43][CH:44]=2)[CH2:38][O:37]1, predict the reaction product. (2) Given the reactants Cl[C:2](Cl)([O:4]C(=O)OC(Cl)(Cl)Cl)Cl.[NH2:13][C:14]1[C:30]([F:31])=[CH:29][CH:28]=[CH:27][C:15]=1[C:16]([NH:18][C:19]1[CH:24]=[CH:23][CH:22]=[C:21]([Br:25])[C:20]=1[Cl:26])=[O:17].O, predict the reaction product. The product is: [Br:25][C:21]1[C:20]([Cl:26])=[C:19]([N:18]2[C:16](=[O:17])[C:15]3[C:14](=[C:30]([F:31])[CH:29]=[CH:28][CH:27]=3)[NH:13][C:2]2=[O:4])[CH:24]=[CH:23][CH:22]=1. (3) Given the reactants [BH4-].[Na+].[C:3]([C:6]1[C:7]([O:26][CH3:27])=[C:8]([C:15]2[CH:16]=[CH:17][C:18]([C:21]([N:23]([CH3:25])[CH3:24])=[O:22])=[N:19][CH:20]=2)[C:9]([C:13]#[N:14])=[C:10]([Cl:12])[CH:11]=1)(=[O:5])[CH3:4], predict the reaction product. The product is: [Cl:12][C:10]1[C:9]([C:13]#[N:14])=[C:8]([C:15]2[CH:16]=[CH:17][C:18]([C:21]([N:23]([CH3:25])[CH3:24])=[O:22])=[N:19][CH:20]=2)[C:7]([O:26][CH3:27])=[C:6]([CH:3]([OH:5])[CH3:4])[CH:11]=1. (4) Given the reactants C(Cl)CCl.[Si:5]([O:12][CH2:13][CH2:14][NH:15][C:16]1[CH:17]=[CH:18][CH:19]=[C:20]2[C:25]=1[N:24]=[CH:23][CH:22]=[CH:21]2)([C:8]([CH3:11])([CH3:10])[CH3:9])([CH3:7])[CH3:6].[CH3:26][O:27][C:28]([C:30]1[CH:35]=[CH:34][C:33]([CH2:36][C:37](O)=[O:38])=[CH:32][CH:31]=1)=[O:29].C(Cl)(Cl)Cl, predict the reaction product. The product is: [Si:5]([O:12][CH2:13][CH2:14][N:15]([C:16]1[CH:17]=[CH:18][CH:19]=[C:20]2[C:25]=1[N:24]=[CH:23][CH:22]=[CH:21]2)[C:37](=[O:38])[CH2:36][C:33]1[CH:32]=[CH:31][C:30]([C:28]([O:27][CH3:26])=[O:29])=[CH:35][CH:34]=1)([C:8]([CH3:11])([CH3:10])[CH3:9])([CH3:7])[CH3:6]. (5) The product is: [Cl:4][CH2:3][CH2:2][O:5][C:6]1[CH:7]=[CH:8][C:9]([CH2:12][C:13]([NH2:15])=[O:14])=[CH:10][CH:11]=1. Given the reactants Br[CH2:2][CH2:3][Cl:4].[OH:5][C:6]1[CH:11]=[CH:10][C:9]([CH2:12][C:13]([NH2:15])=[O:14])=[CH:8][CH:7]=1.[OH-].[K+], predict the reaction product. (6) Given the reactants Cl.C[O:3][C:4](=[O:39])[C:5]1[CH:10]=[CH:9][C:8]([CH2:11][O:12][C:13]2[CH:18]=[CH:17][C:16]([CH2:19][C@H:20]([NH2:38])[C:21]3[N:22]([CH2:34][CH2:35][CH2:36][CH3:37])[CH:23]=[C:24]([C:26]4[CH:31]=[CH:30][C:29]([Cl:32])=[CH:28][C:27]=4[Cl:33])[N:25]=3)=[CH:15][CH:14]=2)=[CH:7][CH:6]=1.[F:40][C:41]1[CH:46]=[C:45]([F:47])[CH:44]=[CH:43][C:42]=1[CH:48]=[CH:49][C:50](O)=[O:51], predict the reaction product. The product is: [CH2:34]([N:22]1[CH:23]=[C:24]([C:26]2[CH:31]=[CH:30][C:29]([Cl:32])=[CH:28][C:27]=2[Cl:33])[N:25]=[C:21]1[C@@H:20]([NH:38][C:50](=[O:51])[CH:49]=[CH:48][C:42]1[CH:43]=[CH:44][C:45]([F:47])=[CH:46][C:41]=1[F:40])[CH2:19][C:16]1[CH:15]=[CH:14][C:13]([O:12][CH2:11][C:8]2[CH:7]=[CH:6][C:5]([C:4]([OH:3])=[O:39])=[CH:10][CH:9]=2)=[CH:18][CH:17]=1)[CH2:35][CH2:36][CH3:37]. (7) Given the reactants [F:1][C:2]1[CH:7]=[C:6](B2OC(C)(C)C(C)(C)O2)[C:5]([F:17])=[CH:4][C:3]=1[C:18]1[N:22]([C@H:23]2[CH2:27][CH2:26][O:25][CH2:24]2)[N:21]=[CH:20][C:19]=1[C:28]([O-:30])=[O:29].Br[C:32]1[C:33]([O:40][CH3:41])=[N:34][C:35]([CH3:39])=[CH:36][C:37]=1[CH3:38].C(=O)([O-])[O-].[Cs+].[Cs+].O1CCO[CH2:50][CH2:49]1, predict the reaction product. The product is: [F:1][C:2]1[CH:7]=[C:6]([C:32]2[C:33]([O:40][CH3:41])=[N:34][C:35]([CH3:39])=[CH:36][C:37]=2[CH3:38])[C:5]([F:17])=[CH:4][C:3]=1[C:18]1[N:22]([C@H:23]2[CH2:27][CH2:26][O:25][CH2:24]2)[N:21]=[CH:20][C:19]=1[C:28]([O:30][CH2:49][CH3:50])=[O:29]. (8) Given the reactants CC(C)(C)[C:3](Cl)=[O:4].[C:8]([O:12][C:13]([NH:15][C@H:16]([C:21]([OH:23])=O)[CH2:17][CH:18]([CH3:20])[CH3:19])=[O:14])([CH3:11])([CH3:10])[CH3:9].C([N:27](CC)[CH:28]([CH3:30])[CH3:29])(C)C.[OH2:33], predict the reaction product. The product is: [C:8]([O:12][C:13]([NH:15][C@H:16]([C:21]([NH:27][C@H:28]1[C@H:30]([OH:33])[CH2:3][O:4][CH2:29]1)=[O:23])[CH2:17][CH:18]([CH3:19])[CH3:20])=[O:14])([CH3:9])([CH3:10])[CH3:11]. (9) The product is: [CH2:25]([C:23]1[S:22][C:21]2[N:16]([CH2:15][C:12]3[CH:13]=[CH:14][C:9]([C:4]4[C:3]([C:1]#[N:2])=[CH:8][CH:7]=[CH:6][CH:5]=4)=[CH:10][CH:11]=3)[C:17](=[O:34])[N:18]([CH:28]([CH3:33])[CH2:29][OH:30])[C:19](=[O:27])[C:20]=2[CH:24]=1)[CH3:26]. Given the reactants [C:1]([C:3]1[CH:8]=[CH:7][CH:6]=[CH:5][C:4]=1[C:9]1[CH:14]=[CH:13][C:12]([CH2:15][N:16]2[C:21]3[S:22][C:23]([CH2:25][CH3:26])=[CH:24][C:20]=3[C:19](=[O:27])[N:18]([CH:28]([CH3:33])[C:29](OC)=[O:30])[C:17]2=[O:34])=[CH:11][CH:10]=1)#[N:2].CN1CCOCC1.C(Cl)(=O)OCC.[BH4-].[Na+], predict the reaction product.